Dataset: Full USPTO retrosynthesis dataset with 1.9M reactions from patents (1976-2016). Task: Predict the reactants needed to synthesize the given product. (1) Given the product [C:7]([O:3][CH2:4][C:5]#[N:6])(=[O:14])[C:8]1[CH:13]=[CH:12][CH:11]=[CH:10][CH:9]=1, predict the reactants needed to synthesize it. The reactants are: [OH-].[Na+].[OH:3][CH2:4][C:5]#[N:6].[C:7](Cl)(=[O:14])[C:8]1[CH:13]=[CH:12][CH:11]=[CH:10][CH:9]=1. (2) Given the product [C:14]([O:64][CH:49]([CH2:50][CH2:51][C:52]1[CH:57]=[CH:56][C:55]([C:58]2[CH:63]=[CH:62][CH:61]=[CH:60][CH:59]=2)=[CH:54][CH:53]=1)[CH:41]([C:42]([O:44][C:45]([CH3:48])([CH3:47])[CH3:46])=[O:43])[CH2:40][CH2:80][NH:77][C:6](=[O:8])[C:5]1[CH:4]=[CH:3][C:2]([F:1])=[CH:10][CH:9]=1)(=[O:15])[C:19]1[CH:27]=[CH:23][CH:22]=[CH:21][CH:20]=1, predict the reactants needed to synthesize it. The reactants are: [F:1][C:2]1[CH:10]=[CH:9][C:5]([C:6]([OH:8])=O)=[CH:4][CH:3]=1.CN1CC[O:15][CH2:14]C1.O[C:19]1[C:27]2N=NN[C:23]=2[CH:22]=[CH:21][CH:20]=1.C(OC(NC[CH2:40][CH:41]([CH:49]([OH:64])[CH2:50][CH2:51][C:52]1[CH:57]=[CH:56][C:55]([C:58]2[CH:63]=[CH:62][CH:61]=[CH:60][CH:59]=2)=[CH:54][CH:53]=1)[C:42]([O:44][C:45]([CH3:48])([CH3:47])[CH3:46])=[O:43])=O)C1C=CC=CC=1.C(N=C=NCCCN(C)C)C.C[N:77]([CH3:80])C=O. (3) The reactants are: N[C@H](C(O)=O)CCCNC(=N)N.[NH:13]1[CH2:22][C:21]2[C:16](=[CH:17][CH:18]=[CH:19][CH:20]=2)[CH2:15][C@H:14]1[C:23]([OH:25])=[O:24].[C:26]1([CH3:36])[CH:31]=[CH:30][C:29]([S:32](Cl)(=[O:34])=[O:33])=[CH:28][CH:27]=1. Given the product [N:13]1([S:32]([C:29]2[CH:30]=[CH:31][C:26]([CH3:36])=[CH:27][CH:28]=2)(=[O:34])=[O:33])[CH2:22][C:21]2[C:16](=[CH:17][CH:18]=[CH:19][CH:20]=2)[CH2:15][C@H:14]1[C:23]([OH:25])=[O:24], predict the reactants needed to synthesize it. (4) Given the product [CH:14]1([C:5]2[C:6]3[C:11](=[CH:10][C:9]([O:12][CH3:13])=[CH:8][CH:7]=3)[C:2]([NH:17][CH:18]3[CH2:19][CH2:20][N:21]([CH2:24][C:25]4[CH:34]=[CH:33][C:32]5[C:27](=[CH:28][CH:29]=[CH:30][CH:31]=5)[CH:26]=4)[CH2:22][CH2:23]3)=[N:3][N:4]=2)[CH2:16][CH2:15]1, predict the reactants needed to synthesize it. The reactants are: Cl[C:2]1[C:11]2[C:6](=[CH:7][CH:8]=[C:9]([O:12][CH3:13])[CH:10]=2)[C:5]([CH:14]2[CH2:16][CH2:15]2)=[N:4][N:3]=1.[NH2:17][CH:18]1[CH2:23][CH2:22][N:21]([CH2:24][C:25]2[CH:34]=[CH:33][C:32]3[C:27](=[CH:28][CH:29]=[CH:30][CH:31]=3)[CH:26]=2)[CH2:20][CH2:19]1. (5) Given the product [CH3:1][C:2]1[CH:3]=[C:4]([CH3:12])[C:5]2[O:9][C:8](=[O:10])[N:7]([CH2:16][C:17]([O:19][C:20]([CH3:23])([CH3:22])[CH3:21])=[O:18])[C:6]=2[CH:11]=1, predict the reactants needed to synthesize it. The reactants are: [CH3:1][C:2]1[CH:3]=[C:4]([CH3:12])[C:5]2[O:9][C:8](=[O:10])[NH:7][C:6]=2[CH:11]=1.[H-].[Na+].Br[CH2:16][C:17]([O:19][C:20]([CH3:23])([CH3:22])[CH3:21])=[O:18]. (6) Given the product [C:28]([Si:25]([CH3:27])([CH3:26])[O:15][CH2:14][C:6]1[CH:7]=[C:8]([C:10]([F:11])([F:12])[F:13])[CH:9]=[C:4]([N+:1]([O-:3])=[O:2])[CH:5]=1)([CH3:31])([CH3:30])[CH3:29], predict the reactants needed to synthesize it. The reactants are: [N+:1]([C:4]1[CH:5]=[C:6]([CH2:14][OH:15])[CH:7]=[C:8]([C:10]([F:13])([F:12])[F:11])[CH:9]=1)([O-:3])=[O:2].CCN(C(C)C)C(C)C.[Si:25](Cl)([C:28]([CH3:31])([CH3:30])[CH3:29])([CH3:27])[CH3:26].